From a dataset of TCR-epitope binding with 47,182 pairs between 192 epitopes and 23,139 TCRs. Binary Classification. Given a T-cell receptor sequence (or CDR3 region) and an epitope sequence, predict whether binding occurs between them. (1) The TCR CDR3 sequence is CASSQAGAYEQYF. Result: 0 (the TCR does not bind to the epitope). The epitope is NLVPMVATV. (2) The epitope is IVTDFSVIK. The TCR CDR3 sequence is CASSAPDRTITDTQYF. Result: 0 (the TCR does not bind to the epitope). (3) The epitope is KAYNVTQAF. The TCR CDR3 sequence is CASSLTGANEKLFF. Result: 1 (the TCR binds to the epitope). (4) The epitope is LPPAYTNSF. The TCR CDR3 sequence is CATRDYEQYF. Result: 0 (the TCR does not bind to the epitope). (5) The epitope is YIFFASFYY. Result: 1 (the TCR binds to the epitope). The TCR CDR3 sequence is CASSFSNRRFTDTQYF. (6) The epitope is IVTDFSVIK. The TCR CDR3 sequence is CASSTTGPQTPLHF. Result: 1 (the TCR binds to the epitope). (7) The TCR CDR3 sequence is CASSFGSGSSYGYTF. The epitope is IVTDFSVIK. Result: 1 (the TCR binds to the epitope). (8) The epitope is QYDPVAALF. The TCR CDR3 sequence is CASSQATDYPYEQYF. Result: 0 (the TCR does not bind to the epitope).